Dataset: Catalyst prediction with 721,799 reactions and 888 catalyst types from USPTO. Task: Predict which catalyst facilitates the given reaction. (1) Reactant: [CH2:1]([N:4]=[CH:5][C:6]([CH3:11])([CH3:10])[CH2:7][CH:8]=[CH2:9])[CH:2]=[CH2:3].[BH4-].[Na+]. The catalyst class is: 5. Product: [CH2:1]([NH:4][CH2:5][C:6]([CH3:11])([CH3:10])[CH2:7][CH:8]=[CH2:9])[CH:2]=[CH2:3]. (2) The catalyst class is: 32. Reactant: [C:1]([O:5][C:6]([N:8]1[CH2:13][CH2:12][CH2:11][CH2:10][CH2:9]1)=[O:7])([CH3:4])([CH3:3])[CH3:2].[Cl:14][C:15]1[C:20]([O:21][CH3:22])=[C:19](Cl)[N:18]=[CH:17][N:16]=1.CC[N:26](C(C)C)C(C)C. Product: [C:1]([O:5][C:6]([N:8]1[CH2:13][CH2:12][CH2:11][C@H:10]([NH:26][C:19]2[C:20]([O:21][CH3:22])=[C:15]([Cl:14])[N:16]=[CH:17][N:18]=2)[CH2:9]1)=[O:7])([CH3:4])([CH3:2])[CH3:3].